From a dataset of Catalyst prediction with 721,799 reactions and 888 catalyst types from USPTO. Predict which catalyst facilitates the given reaction. (1) Reactant: Cl[C:2]1[C:3]([CH:8]2[CH2:11][N:10]([C:12]([O:14][C:15]([CH3:18])([CH3:17])[CH3:16])=[O:13])[CH2:9]2)=[N:4][CH:5]=[CH:6][N:7]=1.[OH:19][C:20]1[CH:25]=[CH:24][CH:23]=[CH:22][C:21]=1B(O)O.[O-]P([O-])([O-])=O.[K+].[K+].[K+].O. Product: [C:15]([O:14][C:12]([N:10]1[CH2:11][CH:8]([C:3]2[C:2]([C:21]3[CH:22]=[CH:23][CH:24]=[CH:25][C:20]=3[OH:19])=[N:7][CH:6]=[CH:5][N:4]=2)[CH2:9]1)=[O:13])([CH3:18])([CH3:17])[CH3:16]. The catalyst class is: 75. (2) Reactant: C[O:2][C:3]([CH:5]1[CH2:14][CH2:13][C:12]2[C:7](=[CH:8][CH:9]=[C:10]([Br:15])[CH:11]=2)[N:6]1[C:16](=[O:18])[CH3:17])=[O:4].[Li+].[OH-]. Product: [C:16]([N:6]1[C:7]2[C:12](=[CH:11][C:10]([Br:15])=[CH:9][CH:8]=2)[CH2:13][CH2:14][CH:5]1[C:3]([OH:4])=[O:2])(=[O:18])[CH3:17]. The catalyst class is: 87. (3) Reactant: CCN(C(C)C)C(C)C.[F:10][C:11]1[CH:18]=[CH:17][C:14]([CH2:15]Br)=[CH:13][CH:12]=1.[NH:19]1[CH2:24][CH:23]=[C:22]([C:25]2[CH:26]=[CH:27][C:28]([CH2:31][C@@H:32]([C:44]([O:46]C)=[O:45])[NH:33][C:34](=[O:43])[C:35]3[C:40]([Cl:41])=[CH:39][CH:38]=[CH:37][C:36]=3[Cl:42])=[N:29][CH:30]=2)[CH2:21][CH2:20]1.[Li+].[OH-]. Product: [Cl:42][C:36]1[CH:37]=[CH:38][CH:39]=[C:40]([Cl:41])[C:35]=1[C:34]([NH:33][C@H:32]([C:44]([OH:46])=[O:45])[CH2:31][C:28]1[N:29]=[CH:30][C:25]([C:22]2[CH2:23][CH2:24][N:19]([CH2:15][C:14]3[CH:17]=[CH:18][C:11]([F:10])=[CH:12][CH:13]=3)[CH2:20][CH:21]=2)=[CH:26][CH:27]=1)=[O:43]. The catalyst class is: 47. (4) The catalyst class is: 16. Reactant: [NH:1]1[CH:5]=[C:4]([C:6]([NH:8][C:9]2[CH:14]=[CH:13][C:12]([C@@H:15]3[O:20][CH2:19][CH2:18][N:17]([C:21]([O:23][C:24]([CH3:27])([CH3:26])[CH3:25])=[O:22])[CH2:16]3)=[CH:11][CH:10]=2)=[O:7])[CH:3]=[N:2]1.Br[C:29]1[CH:34]=[C:33]([C:35]([F:38])([F:37])[F:36])[CH:32]=[CH:31][N:30]=1.C(=O)([O-])[O-].[K+].[K+].O. Product: [F:36][C:35]([F:38])([F:37])[C:33]1[CH:32]=[CH:31][N:30]=[C:29]([N:1]2[CH:5]=[C:4]([C:6]([NH:8][C:9]3[CH:14]=[CH:13][C:12]([C@@H:15]4[O:20][CH2:19][CH2:18][N:17]([C:21]([O:23][C:24]([CH3:27])([CH3:26])[CH3:25])=[O:22])[CH2:16]4)=[CH:11][CH:10]=3)=[O:7])[CH:3]=[N:2]2)[CH:34]=1.